This data is from Forward reaction prediction with 1.9M reactions from USPTO patents (1976-2016). The task is: Predict the product of the given reaction. (1) Given the reactants [CH3:1][NH:2][C@H:3]1[CH2:8][CH2:7][C@H:6]([C:9]#[C:10][CH2:11][OH:12])[CH2:5][CH2:4]1.Cl[C:14]1[N:19]=[CH:18][C:17]([CH2:20][CH3:21])=[CH:16][N:15]=1.C(N(C(C)C)C(C)C)C.[Na+].[I-], predict the reaction product. The product is: [CH2:20]([C:17]1[CH:16]=[N:15][C:14]([N:2]([CH3:1])[C@H:3]2[CH2:4][CH2:5][C@H:6]([C:9]#[C:10][CH2:11][OH:12])[CH2:7][CH2:8]2)=[N:19][CH:18]=1)[CH3:21]. (2) The product is: [CH2:2]([O:4][C:5](=[O:38])[C:6]([N:8]([CH2:16][C:17]1[CH:18]=[CH:19][C:20]([C:23]([NH:25][CH2:26][CH2:27][CH2:28][CH2:29][CH2:30][CH2:31][CH2:32][CH2:33][CH2:34][CH2:35][CH2:36][CH3:37])=[O:24])=[CH:21][CH:22]=1)[CH2:9][CH:10]1[CH2:11][CH2:12][N:13]([S:61]([C:58]2[CH:57]=[CH:56][C:55]([O:54][CH3:53])=[CH:60][CH:59]=2)(=[O:63])=[O:62])[CH2:14][CH2:15]1)=[O:7])[CH3:3]. Given the reactants Cl.[CH2:2]([O:4][C:5](=[O:38])[C:6]([N:8]([CH2:16][C:17]1[CH:22]=[CH:21][C:20]([C:23]([NH:25][CH2:26][CH2:27][CH2:28][CH2:29][CH2:30][CH2:31][CH2:32][CH2:33][CH2:34][CH2:35][CH2:36][CH3:37])=[O:24])=[CH:19][CH:18]=1)[CH2:9][CH:10]1[CH2:15][CH2:14][NH:13][CH2:12][CH2:11]1)=[O:7])[CH3:3].COC1C(CCN)=CC(OC)=C([125I])C=1.[CH3:53][O:54][C:55]1[CH:60]=[CH:59][C:58]([S:61](Cl)(=[O:63])=[O:62])=[CH:57][CH:56]=1, predict the reaction product. (3) Given the reactants Br[C:2]1[CH:11]=[CH:10][C:9]2[C:4](=[CH:5][CH:6]=[C:7]([O:12][C@H:13]3[CH2:18][CH2:17][C@H:16]([C:19]([CH3:22])([CH3:21])[CH3:20])[CH2:15][CH2:14]3)[CH:8]=2)[CH:3]=1.[Li]CCCC.CN([CH:31]=[O:32])C.Cl, predict the reaction product. The product is: [C:19]([C@H:16]1[CH2:17][CH2:18][C@H:13]([O:12][C:7]2[CH:8]=[C:9]3[C:4](=[CH:5][CH:6]=2)[CH:3]=[C:2]([CH:31]=[O:32])[CH:11]=[CH:10]3)[CH2:14][CH2:15]1)([CH3:22])([CH3:21])[CH3:20]. (4) The product is: [CH2:49]([C:48]1[N:16]2[N:15]=[CH:14][CH:13]=[C:12]2[N:11]([CH:8]2[CH2:7][CH2:6][C:5]3([O:4][CH2:3][CH2:2][O:1]3)[CH2:10][CH2:9]2)[C:44](=[O:45])[C:43]=1[CH2:42][C:39]1[CH:40]=[CH:41][C:36]([C:31]2[C:30]([C:28]#[N:29])=[CH:35][CH:34]=[CH:33][CH:32]=2)=[C:37]([F:54])[CH:38]=1)[CH2:50][CH2:51][CH3:52]. Given the reactants [O:1]1[C:5]2([CH2:10][CH2:9][CH:8]([NH:11][C:12]3[NH:16][N:15]=[CH:14][CH:13]=3)[CH2:7][CH2:6]2)[O:4][CH2:3][CH2:2]1.N12CCCN=C1CCCCC2.[C:28]([C:30]1[CH:35]=[CH:34][CH:33]=[CH:32][C:31]=1[C:36]1[CH:41]=[CH:40][C:39]([CH2:42][CH:43]([C:48](=O)[CH2:49][CH2:50][CH2:51][CH3:52])[C:44](OC)=[O:45])=[CH:38][C:37]=1[F:54])#[N:29].C(OCC)(=O)C, predict the reaction product. (5) Given the reactants C([O:8][N:9]1[C:15](=[O:16])[N:14]2[CH2:17][C@H:10]1[CH2:11][CH2:12][C@H:13]2[C:18]([NH:20][NH:21][C:22](=[O:27])[C:23]([CH3:26])([CH3:25])[CH3:24])=[O:19])C1C=CC=CC=1, predict the reaction product. The product is: [CH3:24][C:23]([CH3:26])([CH3:25])[C:22]([NH:21][NH:20][C:18]([C@@H:13]1[CH2:12][CH2:11][C@@H:10]2[CH2:17][N:14]1[C:15](=[O:16])[N:9]2[OH:8])=[O:19])=[O:27].